Dataset: NCI-60 drug combinations with 297,098 pairs across 59 cell lines. Task: Regression. Given two drug SMILES strings and cell line genomic features, predict the synergy score measuring deviation from expected non-interaction effect. (1) Drug 1: COC1=C(C=C2C(=C1)N=CN=C2NC3=CC(=C(C=C3)F)Cl)OCCCN4CCOCC4. Drug 2: C1C(C(OC1N2C=NC(=NC2=O)N)CO)O. Cell line: M14. Synergy scores: CSS=14.8, Synergy_ZIP=-3.26, Synergy_Bliss=4.21, Synergy_Loewe=2.72, Synergy_HSA=2.44. (2) Drug 1: CC1=C2C(C(=O)C3(C(CC4C(C3C(C(C2(C)C)(CC1OC(=O)C(C(C5=CC=CC=C5)NC(=O)C6=CC=CC=C6)O)O)OC(=O)C7=CC=CC=C7)(CO4)OC(=O)C)O)C)OC(=O)C. Drug 2: CC=C1C(=O)NC(C(=O)OC2CC(=O)NC(C(=O)NC(CSSCCC=C2)C(=O)N1)C(C)C)C(C)C. Cell line: PC-3. Synergy scores: CSS=15.3, Synergy_ZIP=0.332, Synergy_Bliss=1.35, Synergy_Loewe=-18.5, Synergy_HSA=2.01. (3) Drug 1: C1=CC(=C2C(=C1NCCNCCO)C(=O)C3=C(C=CC(=C3C2=O)O)O)NCCNCCO. Drug 2: CN(CCCl)CCCl.Cl. Cell line: A498. Synergy scores: CSS=39.4, Synergy_ZIP=-1.37, Synergy_Bliss=1.33, Synergy_Loewe=-8.05, Synergy_HSA=2.80. (4) Drug 1: CN1CCC(CC1)COC2=C(C=C3C(=C2)N=CN=C3NC4=C(C=C(C=C4)Br)F)OC. Cell line: SF-539. Drug 2: CC(C1=C(C=CC(=C1Cl)F)Cl)OC2=C(N=CC(=C2)C3=CN(N=C3)C4CCNCC4)N. Synergy scores: CSS=7.23, Synergy_ZIP=-1.92, Synergy_Bliss=0.354, Synergy_Loewe=-0.857, Synergy_HSA=0.864. (5) Drug 1: CC12CCC3C(C1CCC2=O)CC(=C)C4=CC(=O)C=CC34C. Drug 2: CC1CCC2CC(C(=CC=CC=CC(CC(C(=O)C(C(C(=CC(C(=O)CC(OC(=O)C3CCCCN3C(=O)C(=O)C1(O2)O)C(C)CC4CCC(C(C4)OC)OCCO)C)C)O)OC)C)C)C)OC. Cell line: SK-MEL-2. Synergy scores: CSS=10.0, Synergy_ZIP=-1.87, Synergy_Bliss=-16.2, Synergy_Loewe=-22.0, Synergy_HSA=-18.8.